From a dataset of Retrosynthesis with 50K atom-mapped reactions and 10 reaction types from USPTO. Predict the reactants needed to synthesize the given product. (1) Given the product C[C@H]1CN(c2ccc3c(n2)NC(=O)CO3)[C@@H](c2ccccc2F)CO1, predict the reactants needed to synthesize it. The reactants are: CC1CNC(c2ccccc2F)CO1.O=C1COc2ccc(Br)nc2N1. (2) The reactants are: CC(C)(C)OC(=O)N1CCC(=O)CC1.O=C(O)[C@@H]1CCCCN1. Given the product CC(C)(C)OC(=O)N1CCC(N2CCCCC2C(=O)O)CC1, predict the reactants needed to synthesize it. (3) Given the product O=C(O)C(F)(F)F, predict the reactants needed to synthesize it. The reactants are: CCCCCCCCCCCCNC(=O)N(C)c1ccc2nc(CCCC)n(Cc3ccc(-c4ccccc4C(=O)OC(C)(C)C)cc3)c2c1. (4) Given the product N#Cc1ccc(NC2CCN(Cc3ccc(C(F)(F)F)cc3)CC2)nn1, predict the reactants needed to synthesize it. The reactants are: N#Cc1ccc(NC2CCNCC2)nn1.O=Cc1ccc(C(F)(F)F)cc1. (5) The reactants are: CC(C)(C)OC(=O)N1CCN(C(=O)OC(C)(C)C)C(CCO)C1.Oc1ccccc1. Given the product CC(C)(C)OC(=O)N1CCN(C(=O)OC(C)(C)C)C(CCOc2ccccc2)C1, predict the reactants needed to synthesize it.